Dataset: Reaction yield outcomes from USPTO patents with 853,638 reactions. Task: Predict the reaction yield, written as a fraction of the theoretical maximum amount of product (1.0 means a 100% yield; for example, 0.34 means a 34% yield). The reactants are [OH2:1].C.[Se](=O)=O.C([C:9]1[CH:14]=[CH:13][CH:12]=[CH:11][C:10]=1[NH:15][S:16]([C:19]1[CH:24]=[CH:23][CH:22]=[CH:21][CH:20]=1)(=[O:18])=[O:17])(=O)C.[O:25]1[CH2:30][CH2:29][O:28][CH2:27][CH2:26]1. No catalyst specified. The product is [CH2:26]([O:25][CH:30]([OH:1])[C:29]([C:12]1[CH:11]=[C:10]([NH:15][S:16]([C:19]2[CH:20]=[CH:21][CH:22]=[CH:23][CH:24]=2)(=[O:17])=[O:18])[CH:9]=[CH:14][CH:13]=1)=[O:28])[CH3:27]. The yield is 0.460.